This data is from Forward reaction prediction with 1.9M reactions from USPTO patents (1976-2016). The task is: Predict the product of the given reaction. (1) Given the reactants C([Mg]Cl)(C)C.Br[C:7]1[N:11]([CH3:12])[C:10](C)=[N:9][CH:8]=1.[Cl:14][C:15]1[C:24]2[C:19](=[CH:20][CH:21]=[C:22]([C:25]([CH:27]3[CH2:32][CH2:31][N:30]([C:33]([O:35][C:36]([CH3:39])([CH3:38])[CH3:37])=[O:34])[CH2:29][CH2:28]3)=[O:26])[CH:23]=2)[N:18]=[C:17]([O:40][CH3:41])[C:16]=1[CH2:42][CH:43]1[CH2:48][CH2:47][O:46][CH2:45][CH2:44]1, predict the reaction product. The product is: [Cl:14][C:15]1[C:24]2[C:19](=[CH:20][CH:21]=[C:22]([C:25]([OH:26])([C:7]3[N:11]([CH3:12])[CH:10]=[N:9][CH:8]=3)[CH:27]3[CH2:28][CH2:29][N:30]([C:33]([O:35][C:36]([CH3:38])([CH3:39])[CH3:37])=[O:34])[CH2:31][CH2:32]3)[CH:23]=2)[N:18]=[C:17]([O:40][CH3:41])[C:16]=1[CH2:42][CH:43]1[CH2:44][CH2:45][O:46][CH2:47][CH2:48]1. (2) Given the reactants O[Li].O.[F:4][C:5]1[CH:10]=[C:9]([NH:11][C:12]2[N:17]=[C:16]([CH2:18][CH2:19][C:20]3[CH:25]=[CH:24][CH:23]=[CH:22][C:21]=3[CH2:26][C:27]([O:29]C)=O)[C:15]([C:31]([F:34])([F:33])[F:32])=[CH:14][N:13]=2)[CH:8]=[CH:7][C:6]=1[CH:35]1[CH2:40][CH2:39][N:38]([C:41]([O:43][C:44]([CH3:47])([CH3:46])[CH3:45])=[O:42])[CH2:37][CH2:36]1.C1C=CC2N(O)N=[N:54]C=2C=1.CCN=C=NCCCN(C)C.Cl.Cl.CCN(C(C)C)C(C)C.C(=O)([O-])[O-].[NH4+].[NH4+], predict the reaction product. The product is: [NH2:54][C:27](=[O:29])[CH2:26][C:21]1[CH:22]=[CH:23][CH:24]=[CH:25][C:20]=1[CH2:19][CH2:18][C:16]1[C:15]([C:31]([F:34])([F:32])[F:33])=[CH:14][N:13]=[C:12]([NH:11][C:9]2[CH:8]=[CH:7][C:6]([CH:35]3[CH2:36][CH2:37][N:38]([C:41]([O:43][C:44]([CH3:47])([CH3:45])[CH3:46])=[O:42])[CH2:39][CH2:40]3)=[C:5]([F:4])[CH:10]=2)[N:17]=1. (3) Given the reactants [CH3:1][O:2][C:3](=[O:16])[C:4]1[CH:9]=[C:8]([C:10]([F:13])([F:12])[F:11])[CH:7]=[C:6](Br)[C:5]=1[F:15].C(=O)([O-])[O-].[Cs+].[Cs+].[NH:23]1[CH2:27][CH2:26][CH2:25][C:24]1=[O:28].CC1(C)C2C=CC=C(P(C3C=CC=CC=3)C3C=CC=CC=3)C=2OC2C1=CC=CC=2P(C1C=CC=CC=1)C1C=CC=CC=1.COC(=O)C1C=C(C(F)(F)F)C=C(Cl)C=1N1CCCC1=O, predict the reaction product. The product is: [CH3:1][O:2][C:3](=[O:16])[C:4]1[CH:9]=[C:8]([C:10]([F:13])([F:12])[F:11])[CH:7]=[C:6]([N:23]2[CH2:27][CH2:26][CH2:25][C:24]2=[O:28])[C:5]=1[F:15]. (4) Given the reactants [C:1]1([C:7]2[CH:8]=[N:9][N:10]3[CH:15]=[C:14]([C:16]4[CH:17]=[C:18]([C:21]([OH:23])=O)[S:19][CH:20]=4)[CH:13]=[N:12][C:11]=23)[CH:6]=[CH:5][CH:4]=[CH:3][CH:2]=1.C(Cl)(=O)C([Cl:27])=O, predict the reaction product. The product is: [C:1]1([C:7]2[CH:8]=[N:9][N:10]3[CH:15]=[C:14]([C:16]4[CH:17]=[C:18]([C:21]([Cl:27])=[O:23])[S:19][CH:20]=4)[CH:13]=[N:12][C:11]=23)[CH:6]=[CH:5][CH:4]=[CH:3][CH:2]=1. (5) The product is: [CH:1]1([C:4]2[CH:5]=[C:6]([I:19])[C:7]([F:10])=[N:8][CH:9]=2)[CH2:3][CH2:2]1. Given the reactants [CH:1]1([C:4]2[CH:5]=[CH:6][C:7]([F:10])=[N:8][CH:9]=2)[CH2:3][CH2:2]1.C([N-]C(C)C)(C)C.[Li+].[I:19]I.S([O-])([O-])(=O)=S.[Na+].[Na+], predict the reaction product. (6) Given the reactants [NH2:1][CH2:2][CH2:3][CH:4]1[CH2:9][CH2:8][N:7]([C:10](=[O:27])/[CH:11]=[CH:12]/[C:13]2[CH:18]=[CH:17][C:16]([Cl:19])=[CH:15][C:14]=2[CH2:20][N:21]2[N:25]=[N:24][C:23]([CH3:26])=[N:22]2)[CH2:6][CH2:5]1.CCN(C(C)C)C(C)C.[NH:37]1[CH:41]=[C:40]([C:42](O)=[O:43])[N:39]=[N:38]1.C(P1(=O)OP(CCC)(=O)OP(CCC)(=O)O1)CC.CCOC(C)=O, predict the reaction product. The product is: [Cl:19][C:16]1[CH:17]=[CH:18][C:13](/[CH:12]=[CH:11]/[C:10]([N:7]2[CH2:6][CH2:5][CH:4]([CH2:3][CH2:2][NH:1][C:42]([C:40]3[N:39]=[N:38][NH:37][CH:41]=3)=[O:43])[CH2:9][CH2:8]2)=[O:27])=[C:14]([CH2:20][N:21]2[N:25]=[N:24][C:23]([CH3:26])=[N:22]2)[CH:15]=1. (7) Given the reactants C(O[C:4](=[O:22])[CH2:5][N:6]1[CH2:10][C@H:9]([O:11][CH3:12])[C@@H:8]([NH:13][C:14]([C:16]2[S:17][C:18]([Cl:21])=[CH:19][CH:20]=2)=[O:15])[CH2:7]1)C.[CH3:23][CH:24]1[CH2:29][CH2:28][C:27]2[S:30][C:31]([NH2:33])=[N:32][C:26]=2[NH:25]1, predict the reaction product. The product is: [CH3:12][O:11][C@H:9]1[CH2:10][N:6]([CH2:5][C:4](=[O:22])[NH:33][C:31]2[S:30][C:27]3[CH2:28][CH2:29][CH:24]([CH3:23])[NH:25][C:26]=3[N:32]=2)[CH2:7][C@@H:8]1[NH:13][C:14]([C:16]1[S:17][C:18]([Cl:21])=[CH:19][CH:20]=1)=[O:15]. (8) Given the reactants [C:1]([C:9]1[CH:37]=[CH:36][C:12]2[N:13]([CH2:17][CH2:18][O:19][C:20]3[CH:35]=[CH:34][C:23]([CH2:24][CH:25]([C:30]([O:32][CH3:33])=[O:31])[C:26]([O:28][CH3:29])=[O:27])=[CH:22][CH:21]=3)[C:14](=[O:16])[S:15][C:11]=2[CH:10]=1)(=O)[C:2]1[CH:7]=[CH:6][CH:5]=[CH:4][CH:3]=1.C([SiH](CC)CC)C, predict the reaction product. The product is: [CH2:1]([C:9]1[CH:37]=[CH:36][C:12]2[N:13]([CH2:17][CH2:18][O:19][C:20]3[CH:35]=[CH:34][C:23]([CH2:24][CH:25]([C:30]([O:32][CH3:33])=[O:31])[C:26]([O:28][CH3:29])=[O:27])=[CH:22][CH:21]=3)[C:14](=[O:16])[S:15][C:11]=2[CH:10]=1)[C:2]1[CH:7]=[CH:6][CH:5]=[CH:4][CH:3]=1. (9) Given the reactants [CH2:1]([O:5][C:6]([N:8]1[CH2:13][CH2:12][N:11]([C:14](=[O:67])[C@@H:15]([NH:37][C:38]([C:40]2[CH:44]=[C:43]([O:45][CH2:46][C:47]([N:49]3[CH2:53][CH2:52][CH2:51][C@H:50]3[C:54](=[O:60])[NH:55][CH:56]3[CH2:59][CH2:58][CH2:57]3)=[O:48])[N:42]([C:61]3[CH:66]=[CH:65][CH:64]=[CH:63][CH:62]=3)[N:41]=2)=[O:39])[CH2:16][CH2:17][CH2:18][O:19][Si](C(C)(C)C)(C2C=CC=CC=2)C2C=CC=CC=2)[CH2:10][CH2:9]1)=[O:7])[CH2:2][CH2:3][CH3:4].CCCC[N+](CCCC)(CCCC)CCCC.[F-], predict the reaction product. The product is: [CH2:1]([O:5][C:6]([N:8]1[CH2:13][CH2:12][N:11]([C:14](=[O:67])[C@@H:15]([NH:37][C:38]([C:40]2[CH:44]=[C:43]([O:45][CH2:46][C:47]([N:49]3[CH2:53][CH2:52][CH2:51][C@H:50]3[C:54](=[O:60])[NH:55][CH:56]3[CH2:59][CH2:58][CH2:57]3)=[O:48])[N:42]([C:61]3[CH:66]=[CH:65][CH:64]=[CH:63][CH:62]=3)[N:41]=2)=[O:39])[CH2:16][CH2:17][CH2:18][OH:19])[CH2:10][CH2:9]1)=[O:7])[CH2:2][CH2:3][CH3:4].